Dataset: Catalyst prediction with 721,799 reactions and 888 catalyst types from USPTO. Task: Predict which catalyst facilitates the given reaction. Reactant: [CH2:1]([O:3][C:4]1[CH:5]=[C:6]([C:10](=[O:12])[CH3:11])[CH:7]=[CH:8][CH:9]=1)[CH3:2].Br[CH2:14][C:15]([O:17][CH2:18][CH3:19])=[O:16].[Cl-].[NH4+]. Product: [CH2:1]([O:3][C:4]1[CH:5]=[C:6]([C:10](=[O:12])[CH2:11][CH2:14][C:15]([O:17][CH2:18][CH3:19])=[O:16])[CH:7]=[CH:8][CH:9]=1)[CH3:2]. The catalyst class is: 1.